From a dataset of Forward reaction prediction with 1.9M reactions from USPTO patents (1976-2016). Predict the product of the given reaction. (1) Given the reactants [N:1]1[CH:6]=[CH:5][C:4]([C:7]2[S:11][C:10]([C:12]([OH:14])=O)=[CH:9][CH:8]=2)=[CH:3][CH:2]=1.[CH2:15]([O:17][C:18]1[CH:23]=[CH:22][CH:21]=[CH:20][C:19]=1[CH2:24][CH2:25][NH2:26])[CH3:16], predict the reaction product. The product is: [CH2:15]([O:17][C:18]1[CH:23]=[CH:22][CH:21]=[CH:20][C:19]=1[CH2:24][CH2:25][NH:26][C:12]([C:10]1[S:11][C:7]([C:4]2[CH:3]=[CH:2][N:1]=[CH:6][CH:5]=2)=[CH:8][CH:9]=1)=[O:14])[CH3:16]. (2) Given the reactants CC(OI1(OC(C)=O)(OC(C)=O)OC(=O)C2C=CC=CC1=2)=O.[CH3:23][O:24][C:25]1[N:30]=[CH:29][C:28]([CH2:31][OH:32])=[CH:27][C:26]=1[N+:33]([O-:35])=[O:34].S([O-])([O-])(=O)=S.[Na+].[Na+], predict the reaction product. The product is: [CH3:23][O:24][C:25]1[C:26]([N+:33]([O-:35])=[O:34])=[CH:27][C:28]([CH:31]=[O:32])=[CH:29][N:30]=1. (3) Given the reactants [Cl:1][C:2]1[O:6][C:5]([CH:7]=O)=[CH:4][CH:3]=1.[Na].[CH2:10]([O:12][C:13](=[O:18])[CH2:14][N:15]=[N+]=[N-])[CH3:11], predict the reaction product. The product is: [CH2:10]([O:12][C:13]([C:14]1[NH:15][C:4]2[CH:3]=[C:2]([Cl:1])[O:6][C:5]=2[CH:7]=1)=[O:18])[CH3:11]. (4) Given the reactants [CH3:1][NH:2][C:3]([C:5]1[CH:10]=[CH:9][CH:8]=[C:7](Br)[N:6]=1)=[O:4].[O:12]([C:19]1[CH:24]=[CH:23][C:22](B(O)O)=[CH:21][CH:20]=1)[C:13]1[CH:18]=[CH:17][CH:16]=[CH:15][CH:14]=1, predict the reaction product. The product is: [CH3:1][NH:2][C:3]([C:5]1[CH:10]=[CH:9][CH:8]=[C:7]([C:22]2[CH:23]=[CH:24][C:19]([O:12][C:13]3[CH:18]=[CH:17][CH:16]=[CH:15][CH:14]=3)=[CH:20][CH:21]=2)[N:6]=1)=[O:4]. (5) The product is: [CH2:1]([N:3]1[C:11](=[O:12])[C:10]2[C:5](=[CH:6][CH:7]=[CH:8][CH:9]=2)[N:4]1[C:14]1[N:15]=[C:16]([N:35]2[CH2:40][CH2:39][O:38][CH2:37][CH2:36]2)[C:17]2[N:23]=[C:22]([CH2:24][N:25]3[CH2:30][CH2:29][CH:28]([C:31]([OH:34])([CH3:33])[CH3:32])[CH2:27][CH2:26]3)[CH:21]=[CH:20][C:18]=2[N:19]=1)[CH3:2]. Given the reactants [CH2:1]([N:3]1[C:11](=[O:12])[C:10]2[C:5](=[CH:6][CH:7]=[CH:8][CH:9]=2)[NH:4]1)[CH3:2].Cl[C:14]1[N:15]=[C:16]([N:35]2[CH2:40][CH2:39][O:38][CH2:37][CH2:36]2)[C:17]2[N:23]=[C:22]([CH2:24][N:25]3[CH2:30][CH2:29][CH:28]([C:31]([OH:34])([CH3:33])[CH3:32])[CH2:27][CH2:26]3)[CH:21]=[CH:20][C:18]=2[N:19]=1, predict the reaction product. (6) The product is: [Br:8][C:9]1[C:27]([C:28]([F:31])([F:30])[F:29])=[C:26]([N+:32]([O-:34])=[O:33])[CH:25]=[C:24]([Br:35])[C:10]=1[O:11][C:12]1[CH:13]=[C:14]([CH:21]([CH3:23])[CH3:22])[C:15]([OH:20])=[C:16]([CH3:17])[CH:19]=1. Given the reactants C([SiH](CC)CC)C.[Br:8][C:9]1[C:27]([C:28]([F:31])([F:30])[F:29])=[C:26]([N+:32]([O-:34])=[O:33])[CH:25]=[C:24]([Br:35])[C:10]=1[O:11][C:12]1[CH:13]=[C:14]([CH:21]([CH3:23])[CH3:22])[C:15]([OH:20])=[C:16]([CH:19]=1)[CH:17]=O.C(O)(C(F)(F)F)=O, predict the reaction product. (7) Given the reactants [NH:1]1[CH2:4][CH:3]([O:5][C:6]2[CH:13]=[CH:12][C:11]([C:14]3[CH:19]=[CH:18][N:17]=[C:16]([NH:20][C:21]4[CH:26]=[CH:25][C:24]([N:27]5[CH2:32][CH2:31][O:30][CH2:29][CH2:28]5)=[CH:23][CH:22]=4)[N:15]=3)=[CH:10][C:7]=2[C:8]#[N:9])[CH2:2]1.I[CH:34]([CH3:37])[CH2:35]O.C([O-])([O-])=O.[K+].[K+].O, predict the reaction product. The product is: [CH:34]([N:1]1[CH2:4][CH:3]([O:5][C:6]2[CH:13]=[CH:12][C:11]([C:14]3[CH:19]=[CH:18][N:17]=[C:16]([NH:20][C:21]4[CH:22]=[CH:23][C:24]([N:27]5[CH2:28][CH2:29][O:30][CH2:31][CH2:32]5)=[CH:25][CH:26]=4)[N:15]=3)=[CH:10][C:7]=2[C:8]#[N:9])[CH2:2]1)([CH3:37])[CH3:35]. (8) Given the reactants [C:1]([O:5][C:6]([N:8]1[CH2:13][CH2:12][CH2:11][C@@H:10]([N:14]2[C:18]3=[N:19][CH:20]=[N:21][C:22]([NH2:23])=[C:17]3[C:16](I)=[N:15]2)[CH2:9]1)=[O:7])([CH3:4])([CH3:3])[CH3:2].[Cl-].B([C:29]1[CH:34]=[CH:33][C:32]([NH3+:35])=[CH:31][CH:30]=1)(O)O.COCCOC.C(=O)([O-])[O-].[Na+].[Na+], predict the reaction product. The product is: [NH2:23][C:22]1[N:21]=[CH:20][N:19]=[C:18]2[N:14]([C@@H:10]3[CH2:11][CH2:12][CH2:13][N:8]([C:6]([O:5][C:1]([CH3:4])([CH3:3])[CH3:2])=[O:7])[CH2:9]3)[N:15]=[C:16]([C:29]3[CH:34]=[CH:33][C:32]([NH2:35])=[CH:31][CH:30]=3)[C:17]=12. (9) Given the reactants [CH3:1][O:2][C:3]1[CH:4]=[C:5]2[C:9](=[C:10]([C:12]([F:15])([F:14])[F:13])[CH:11]=1)[NH:8][C:7]([C:16]1[C:17]([CH3:23])=[N:18][N:19]([CH3:22])[C:20]=1[CH3:21])=[C:6]2[CH:24]=O.[CH3:26][NH:27][C:28]([NH:30][C:31]1[CH:32]=[CH:33][C:34]2[O:38][CH2:37][C:36](=[O:39])[C:35]=2[CH:40]=1)=[O:29].CCOC(C)=O, predict the reaction product. The product is: [CH3:1][O:2][C:3]1[CH:4]=[C:5]2[C:9](=[C:10]([C:12]([F:13])([F:15])[F:14])[CH:11]=1)[NH:8][C:7]([C:16]1[C:17]([CH3:23])=[N:18][N:19]([CH3:22])[C:20]=1[CH3:21])=[C:6]2/[CH:24]=[C:37]1\[O:38][C:34]2[CH:33]=[CH:32][C:31]([NH:30][C:28]([NH:27][CH3:26])=[O:29])=[CH:40][C:35]=2[C:36]\1=[O:39]. (10) Given the reactants [Br:1][C:2]1[CH:11]=[C:10]2[C:5]([CH:6]=[CH:7][NH:8][C:9]2=[O:12])=[CH:4][CH:3]=1.C(=O)([O-])[O-].[K+].[K+].Br[CH2:20][CH2:21][OH:22].O, predict the reaction product. The product is: [Br:1][C:2]1[CH:11]=[C:10]2[C:5]([CH:6]=[CH:7][N:8]([CH2:20][CH2:21][OH:22])[C:9]2=[O:12])=[CH:4][CH:3]=1.